This data is from Catalyst prediction with 721,799 reactions and 888 catalyst types from USPTO. The task is: Predict which catalyst facilitates the given reaction. (1) Reactant: [C:1]([C:9]1[C:10]([O:19][CH:20]([CH3:27])[CH2:21][CH2:22][O:23]C(=O)C)=[CH:11][C:12]2[C:17]([CH:18]=1)=[CH:16][CH:15]=[CH:14][CH:13]=2)(=[O:8])[C:2]1[CH:7]=[CH:6][CH:5]=[CH:4][CH:3]=1.CCN(C(C)C)C(C)C.C(=O)([O-])[O-].[K+].[K+]. Product: [OH:23][CH2:22][CH2:21][CH:20]([CH3:27])[O:19][C:10]1[C:9]([C:1]([C:2]2[CH:7]=[CH:6][CH:5]=[CH:4][CH:3]=2)=[O:8])=[CH:18][C:17]2[C:12]([CH:11]=1)=[CH:13][CH:14]=[CH:15][CH:16]=2. The catalyst class is: 5. (2) Reactant: [CH3:1][C:2]([CH3:12])([CH3:11])[C:3](=[O:10])[CH2:4][C:5]([O:7]CC)=O.[F:13][C:14]1[CH:15]=[C:16]([CH:19]=[CH:20][C:21]=1[F:22])[CH2:17][NH2:18]. Product: [F:13][C:14]1[CH:15]=[C:16]([CH:19]=[CH:20][C:21]=1[F:22])[CH2:17][NH:18][C:5](=[O:7])[CH2:4][C:3](=[O:10])[C:2]([CH3:1])([CH3:11])[CH3:12]. The catalyst class is: 11. (3) Reactant: [NH:1]1[CH2:5][CH2:4][CH2:3][CH2:2]1.[NH2:6][C:7]1[S:8][C:9](Cl)=[N:10][N:11]=1. Product: [NH2:6][C:7]1[S:8][C:9]([N:1]2[CH:5]=[CH:4][CH:3]=[CH:2]2)=[N:10][N:11]=1. The catalyst class is: 8. (4) Reactant: [Cl:1][C:2]1[CH:7]=[C:6]([F:8])[CH:5]=[CH:4][C:3]=1[S:9]([NH:12][CH:13]([CH2:24][CH3:25])[CH2:14][CH2:15][NH:16][C:17](=[O:23])OC(C)(C)C)(=[O:11])=[O:10].Cl.O1CCOCC1.[S:33]1[C:37]2[CH:38]=[CH:39][CH:40]=[CH:41][C:36]=2[CH:35]=[C:34]1[C:42]([NH:44][C@H:45](C(O)=O)[CH2:46][CH:47]([CH3:49])[CH3:48])=[O:43].C1C=C2C(N(O)N=NC2=CC=1)=O.CN1CCOCC1.CCN=C=NCCCN(C)C.Cl. Product: [Cl:1][C:2]1[CH:7]=[C:6]([F:8])[CH:5]=[CH:4][C:3]=1[S:9]([NH:12][CH:13]([CH2:24][CH3:25])[CH2:14][CH2:15][NH:16][C:17]([C@@H:45]([NH:44][C:42]([C:34]1[S:33][C:37]2[CH:38]=[CH:39][CH:40]=[CH:41][C:36]=2[CH:35]=1)=[O:43])[CH2:46][CH:47]([CH3:49])[CH3:48])=[O:23])(=[O:10])=[O:11]. The catalyst class is: 2. (5) Reactant: [Br:1][C:2]1[NH:3][C:4]([C:8]([O:10][CH2:11][CH3:12])=[O:9])=[C:5]([CH3:7])[N:6]=1.C(=O)([O-])[O-].[K+].[K+].[Cl:19][C:20]1[CH:27]=[CH:26][C:25]([Cl:28])=[CH:24][C:21]=1[CH2:22]Br.O. Product: [Br:1][C:2]1[N:3]([CH2:22][C:21]2[CH:24]=[C:25]([Cl:28])[CH:26]=[CH:27][C:20]=2[Cl:19])[C:4]([C:8]([O:10][CH2:11][CH3:12])=[O:9])=[C:5]([CH3:7])[N:6]=1. The catalyst class is: 3. (6) Reactant: [CH3:1][O:2][C:3]1[CH:8]=[C:7]([CH2:9][NH:10][C:11]2[CH:19]=[CH:18][CH:17]=[CH:16][C:12]=2[C:13]([OH:15])=O)[CH:6]=[CH:5][N:4]=1.[C:20]([O:24][C:25]([N:27]1[CH2:36][C:35]([CH3:38])([CH3:37])[C:34]2[C:29](=[CH:30][C:31]([NH2:39])=[CH:32][CH:33]=2)[CH2:28]1)=[O:26])([CH3:23])([CH3:22])[CH3:21].CN(C(ON1N=NC2C=CC=CC1=2)=[N+](C)C)C.[B-](F)(F)(F)F.CCN(C(C)C)C(C)C. Product: [C:20]([O:24][C:25]([N:27]1[CH2:36][C:35]([CH3:38])([CH3:37])[C:34]2[C:29](=[CH:30][C:31]([NH:39][C:13](=[O:15])[C:12]3[CH:16]=[CH:17][CH:18]=[CH:19][C:11]=3[NH:10][CH2:9][C:7]3[CH:6]=[CH:5][N:4]=[C:3]([O:2][CH3:1])[CH:8]=3)=[CH:32][CH:33]=2)[CH2:28]1)=[O:26])([CH3:23])([CH3:21])[CH3:22]. The catalyst class is: 2. (7) The catalyst class is: 2. Reactant: C(OC([N:8]1[CH2:25][CH2:24][CH2:23][C:10]2([C:14](=[O:15])[N:13]([CH3:16])[CH2:12][CH:11]2[C:17]2[CH:18]=[N:19][CH:20]=[CH:21][CH:22]=2)[CH2:9]1)=O)(C)(C)C.C(O)(C(F)(F)F)=O. Product: [CH3:16][N:13]1[CH2:12][CH:11]([C:17]2[CH:18]=[N:19][CH:20]=[CH:21][CH:22]=2)[C:10]2([CH2:23][CH2:24][CH2:25][NH:8][CH2:9]2)[C:14]1=[O:15].